The task is: Predict which catalyst facilitates the given reaction.. This data is from Catalyst prediction with 721,799 reactions and 888 catalyst types from USPTO. (1) Reactant: Cl.[Cl:2][C:3]1[CH:4]=[CH:5][C:6]([S:11]([CH2:14][CH3:15])(=[O:13])=[O:12])=[C:7]([CH:10]=1)[CH2:8][NH2:9].[Cl:16][C:17]1[CH:18]=[C:19]([CH:23]=[C:24]([O:42][CH3:43])[C:25]=1[CH2:26][N:27]1[CH2:32][CH2:31][CH2:30][C@H:29]([N:33]([CH3:41])[C:34]([O:36][C:37]([CH3:40])([CH3:39])[CH3:38])=[O:35])[CH2:28]1)[C:20](O)=[O:21]. Product: [Cl:16][C:17]1[CH:18]=[C:19]([C:20](=[O:21])[NH:9][CH2:8][C:7]2[CH:10]=[C:3]([Cl:2])[CH:4]=[CH:5][C:6]=2[S:11]([CH2:14][CH3:15])(=[O:13])=[O:12])[CH:23]=[C:24]([O:42][CH3:43])[C:25]=1[CH2:26][N:27]1[CH2:32][CH2:31][CH2:30][C@H:29]([N:33]([CH3:41])[C:34](=[O:35])[O:36][C:37]([CH3:38])([CH3:40])[CH3:39])[CH2:28]1. The catalyst class is: 2. (2) Reactant: CC([O-])(C)C.[Na+].[NH2:7][C:8]1[CH:13]=[CH:12][CH:11]=[CH:10][CH:9]=1.C(OC([N:21]1[CH2:26][CH2:25][N:24]([CH2:27][C:28]([N:30]2[C:38]3[C:33](=[CH:34][CH:35]=[C:36](Br)[CH:37]=3)[CH2:32][CH2:31]2)=[O:29])[CH2:23][C@H:22]1[CH3:40])=O)(C)(C)C. Product: [CH3:40][C@H:22]1[NH:21][CH2:26][CH2:25][N:24]([CH2:27][C:28]([N:30]2[C:38]3[C:33](=[CH:34][CH:35]=[C:36]([NH:7][C:8]4[CH:13]=[CH:12][CH:11]=[CH:10][CH:9]=4)[CH:37]=3)[CH2:32][CH2:31]2)=[O:29])[CH2:23]1. The catalyst class is: 101. (3) Reactant: [CH:1]1[C:13]2[CH:12]([CH2:14][O:15][C:16]([N:18]3[CH:22]=[CH:21][C:20]([NH:23][C:24](=[O:50])[C:25]([C:27]4([NH:31][C:32](=[O:49])[CH:33]([NH:41][C:42]([O:44][C:45](C)(C)[CH3:46])=[O:43])[CH2:34][C:35]5([F:40])[CH2:39][CH2:38][CH2:37][CH2:36]5)[CH2:30][CH2:29][CH2:28]4)=[O:26])=[N:19]3)=[O:17])[C:11]3[C:6](=[CH:7][CH:8]=[CH:9][CH:10]=3)[C:5]=2[CH:4]=[CH:3][CH:2]=1.ClC(OCC)=O. Product: [CH:1]1[C:13]2[CH:12]([CH2:14][O:15][C:16]([N:18]3[CH:22]=[CH:21][C:20]([NH:23][C:24](=[O:50])[CH:25]([C:27]4([NH:31][C:32](=[O:49])[CH:33]([NH:41][C:42]([O:44][CH2:45][CH3:46])=[O:43])[CH2:34][C:35]5([F:40])[CH2:39][CH2:38][CH2:37][CH2:36]5)[CH2:28][CH2:29][CH2:30]4)[OH:26])=[N:19]3)=[O:17])[C:11]3[C:6](=[CH:7][CH:8]=[CH:9][CH:10]=3)[C:5]=2[CH:4]=[CH:3][CH:2]=1. The catalyst class is: 89. (4) Reactant: [CH3:1][O:2][C:3](=[O:14])[C:4]1[CH:9]=[CH:8][C:7](Cl)=[C:6]([N+:11]([O-:13])=[O:12])[CH:5]=1.[NH2:15][C:16]1[CH:21]=[CH:20][C:19]([SH:22])=[CH:18][CH:17]=1.C([O-])([O-])=O.[K+].[K+].O. Product: [CH3:1][O:2][C:3](=[O:14])[C:4]1[CH:9]=[CH:8][C:7]([S:22][C:19]2[CH:20]=[CH:21][C:16]([NH2:15])=[CH:17][CH:18]=2)=[C:6]([N+:11]([O-:13])=[O:12])[CH:5]=1. The catalyst class is: 3. (5) Reactant: [Br:1][C:2]1[CH:3]=[C:4]2[C:8](=[CH:9][C:10]=1[CH3:11])[NH:7][N:6]=[CH:5]2.[H-].[Na+].[CH3:14]I.O. Product: [Br:1][C:2]1[CH:3]=[C:4]2[C:8](=[CH:9][C:10]=1[CH3:11])[N:7]([CH3:14])[N:6]=[CH:5]2. The catalyst class is: 56. (6) Reactant: Cl.[F:2][C:3]1[CH:11]=[C:10]2[C:6]([C:7]([C:21]3[CH:22]=[CH:23][C:24]4[C:28]([CH:29]=3)=[N:27][N:26]([CH2:30]C3CCNCC3)[CH:25]=4)=[CH:8][N:9]2S(C2C=CC=CC=2)(=O)=O)=[CH:5][CH:4]=1.[CH3:37][CH2:38][N:39]([CH2:42][CH3:43])[CH2:40][CH3:41].C(Cl)(C)=[O:45]. Product: [F:2][C:3]1[CH:4]=[C:5]2[C:6]([C:7]([C:21]3[CH:29]=[C:25]4[C:24]([CH:28]=[N:27][N:26]4[CH:30]4[CH2:41][CH2:40][N:39]([C:42](=[O:45])[CH3:43])[CH2:38][CH2:37]4)=[CH:23][CH:22]=3)=[CH:8][NH:9]2)=[CH:10][CH:11]=1. The catalyst class is: 2.